From a dataset of Catalyst prediction with 721,799 reactions and 888 catalyst types from USPTO. Predict which catalyst facilitates the given reaction. (1) Reactant: [Cl:1][C:2]1[CH:3]=[C:4]2[C:9](=[CH:10][CH:11]=1)[CH:8]=[C:7]([S:12]([N:15]1[CH2:20][CH2:19][N:18]([CH2:21][C:22]3([NH:35][C:36]([O:38][CH2:39][CH3:40])=[O:37])[CH2:27][CH2:26][N:25]([C:28]4[CH:33]=[CH:32][N:31]=[C:30]([CH3:34])[CH:29]=4)[CH2:24][CH2:23]3)[C:17](=[O:41])[CH2:16]1)(=[O:14])=[O:13])[CH:6]=[CH:5]2.Cl. Product: [ClH:1].[Cl:1][C:2]1[CH:3]=[C:4]2[C:9](=[CH:10][CH:11]=1)[CH:8]=[C:7]([S:12]([N:15]1[CH2:20][CH2:19][N:18]([CH2:21][C:22]3([NH:35][C:36]([O:38][CH2:39][CH3:40])=[O:37])[CH2:27][CH2:26][N:25]([C:28]4[CH:33]=[CH:32][N:31]=[C:30]([CH3:34])[CH:29]=4)[CH2:24][CH2:23]3)[C:17](=[O:41])[CH2:16]1)(=[O:14])=[O:13])[CH:6]=[CH:5]2. The catalyst class is: 13. (2) Reactant: Cl[C:2]1[N:9]=[C:8]([CH3:10])[CH:7]=[C:6]([O:11][CH2:12][C:13]2[CH:18]=[CH:17][C:16]([O:19][CH3:20])=[CH:15][CH:14]=2)[C:3]=1[C:4]#[N:5].[CH3:21][CH2:22][N:23](C(C)C)C(C)C.C(N)C. Product: [CH2:22]([NH:23][C:2]1[N:9]=[C:8]([CH3:10])[CH:7]=[C:6]([O:11][CH2:12][C:13]2[CH:18]=[CH:17][C:16]([O:19][CH3:20])=[CH:15][CH:14]=2)[C:3]=1[C:4]#[N:5])[CH3:21]. The catalyst class is: 6. (3) Reactant: CC([N:5]([CH2:9][C@@H:10]1[CH2:14][CH2:13][N:12]([CH2:15][CH:16]2[C:26]3=[C:27]4[C:22](=[CH:23][CH:24]=[C:25]3[F:28])[CH:21]=[CH:20][C:19](=[O:29])[N:18]4[CH2:17]2)[CH2:11]1)C(=O)[O-])(C)C.FC(F)(F)C(O)=O. Product: [NH2:5][CH2:9][C@H:10]1[CH2:14][CH2:13][N:12]([CH2:15][CH:16]2[C:26]3=[C:27]4[C:22](=[CH:23][CH:24]=[C:25]3[F:28])[CH:21]=[CH:20][C:19](=[O:29])[N:18]4[CH2:17]2)[CH2:11]1. The catalyst class is: 4. (4) Reactant: [CH2:1]([N:3]1[C:7]2[CH:8]=[CH:9][C:10]([N:12]3[CH2:16][C@H:15]([C:17](OCCCC)=[O:18])[O:14][C:13]3=[O:24])=[CH:11][C:6]=2[S:5][C:4]1=[O:25])[CH3:2].[NH3:26]. Product: [CH2:1]([N:3]1[C:7]2[CH:8]=[CH:9][C:10]([N:12]3[CH2:16][C@H:15]([C:17]([NH2:26])=[O:18])[O:14][C:13]3=[O:24])=[CH:11][C:6]=2[S:5][C:4]1=[O:25])[CH3:2]. The catalyst class is: 5. (5) Reactant: C(Cl)(=O)C(Cl)=O.[Cl:7][C:8]1[CH:13]=[CH:12][C:11]([C:14]2[N:18]([C:19]3[CH:24]=[CH:23][C:22]([Cl:25])=[CH:21][C:20]=3[Cl:26])[N:17]=[C:16]([C:27](O)=[O:28])[C:15]=2[CH3:30])=[CH:10][CH:9]=1.C(N(CC)CC)C.[Cl-].[C:39]([C:42]1([C:48]2[CH:53]=[CH:52][CH:51]=[CH:50][CH:49]=2)[CH2:47][CH2:46][NH2+:45][CH2:44][CH2:43]1)([OH:41])=[O:40]. Product: [Cl:7][C:8]1[CH:9]=[CH:10][C:11]([C:14]2[N:18]([C:19]3[CH:24]=[CH:23][C:22]([Cl:25])=[CH:21][C:20]=3[Cl:26])[N:17]=[C:16]([C:27]([N:45]3[CH2:44][CH2:43][C:42]([C:48]4[CH:53]=[CH:52][CH:51]=[CH:50][CH:49]=4)([C:39]([OH:41])=[O:40])[CH2:47][CH2:46]3)=[O:28])[C:15]=2[CH3:30])=[CH:12][CH:13]=1. The catalyst class is: 120.